The task is: Predict the reactants needed to synthesize the given product.. This data is from Full USPTO retrosynthesis dataset with 1.9M reactions from patents (1976-2016). (1) Given the product [Cl:1][C:2]1[CH:3]=[N:4][C:5]2[N:6]([N:8]=[C:9]([C:11]([N:21]3[CH2:20][CH2:19][C:18]4[C:23](=[CH:24][CH:25]=[CH:26][C:17]=4[N+:14]([O-:16])=[O:15])[CH2:22]3)=[O:13])[CH:10]=2)[CH:7]=1, predict the reactants needed to synthesize it. The reactants are: [Cl:1][C:2]1[CH:3]=[N:4][C:5]2[N:6]([N:8]=[C:9]([C:11]([OH:13])=O)[CH:10]=2)[CH:7]=1.[N+:14]([C:17]1[CH:26]=[CH:25][CH:24]=[C:23]2[C:18]=1[CH2:19][CH2:20][NH:21][CH2:22]2)([O-:16])=[O:15]. (2) Given the product [C:17]([O:23][CH2:24][CH2:25][O:26][C:27]1[CH:32]=[CH:31][CH:30]=[C:29]([CH2:33][N:1]2[CH2:5][CH2:4][C@@H:3]([NH:6][C:7]3[CH:16]=[CH:15][CH:14]=[C:13]4[C:8]=3[CH:9]=[CH:10][N:11]=[CH:12]4)[CH2:2]2)[CH:28]=1)(=[O:22])[C:18]([CH3:21])([CH3:20])[CH3:19], predict the reactants needed to synthesize it. The reactants are: [NH:1]1[CH2:5][CH2:4][C@@H:3]([NH:6][C:7]2[C:8]3[CH:9]=[CH:10][N:11]=[CH:12][C:13]=3[CH:14]=[CH:15][CH:16]=2)[CH2:2]1.[C:17]([O:23][CH2:24][CH2:25][O:26][C:27]1[CH:32]=[CH:31][CH:30]=[C:29]([CH:33]=O)[CH:28]=1)(=[O:22])[C:18]([CH3:21])([CH3:20])[CH3:19].C(O[BH-](OC(=O)C)OC(=O)C)(=O)C.[Na+]. (3) Given the product [NH2:8][CH2:9][C:10]1[O:55][N:56]=[C:57]([C:58]2[CH:59]=[CH:60][C:61]([N:64]3[CH2:69][CH2:68][N:67]([C:70]4[N:71]([CH3:83])[C:72](=[O:82])[CH:73]=[C:74]([C:76]5[CH:81]=[CH:80][N:79]=[CH:78][N:77]=5)[N:75]=4)[C@H:66]([CH3:84])[CH2:65]3)=[CH:62][CH:63]=2)[N:85]=1, predict the reactants needed to synthesize it. The reactants are: C(OC([NH:8][CH2:9][C:10](O)=O)=O)(C)(C)C.F[B-](F)(F)F.N1(OC(N(C)C)=[N+](C)C)C2C=CC=CC=2N=N1.O.ON1C2C=CC=CC=2N=N1.C(N(CC)C(C)C)(C)C.[OH:55][NH:56][C:57](=[NH:85])[C:58]1[CH:63]=[CH:62][C:61]([N:64]2[CH2:69][CH2:68][N:67]([C:70]3[N:71]([CH3:83])[C:72](=[O:82])[CH:73]=[C:74]([C:76]4[CH:81]=[CH:80][N:79]=[CH:78][N:77]=4)[N:75]=3)[C@H:66]([CH3:84])[CH2:65]2)=[CH:60][CH:59]=1.